Predict the reaction yield, written as a fraction of the theoretical maximum amount of product (1.0 means a 100% yield; for example, 0.34 means a 34% yield). From a dataset of Reaction yield outcomes from USPTO patents with 853,638 reactions. The reactants are [CH3:1][O:2][C:3](=[O:24])[C:4]([N:6]([C:13]1[CH:18]=[C:17]([Cl:19])[CH:16]=[CH:15][C:14]=1[C:20](=[O:23])[CH2:21][CH3:22])[C:7]1[CH:12]=[CH:11][CH:10]=[CH:9][CH:8]=1)=O.C(=O)([O-])[O-].[K+].[K+]. The catalyst is CO. The product is [CH3:1][O:2][C:3]([C:4]1[N:6]([C:7]2[CH:12]=[CH:11][CH:10]=[CH:9][CH:8]=2)[C:13]2[C:14]([C:20](=[O:23])[C:21]=1[CH3:22])=[CH:15][CH:16]=[C:17]([Cl:19])[CH:18]=2)=[O:24]. The yield is 0.734.